This data is from Full USPTO retrosynthesis dataset with 1.9M reactions from patents (1976-2016). The task is: Predict the reactants needed to synthesize the given product. Given the product [F:8][C:9]1[CH:26]=[CH:25][C:12]([CH2:13][C:14]2[C:23]3[C:18](=[CH:19][CH:20]=[CH:21][CH:22]=3)[C:17](=[O:24])[NH:16][N:15]=2)=[CH:11][C:10]=1[C:27]([N:29]1[CH2:34][CH2:33][N:32]([C:38](=[O:39])[C:37](=[O:41])[C:36]([CH3:43])([CH3:42])[CH3:35])[CH2:31][CH2:30]1)=[O:28], predict the reactants needed to synthesize it. The reactants are: OC(C(F)(F)F)=O.[F:8][C:9]1[CH:26]=[CH:25][C:12]([CH2:13][C:14]2[C:23]3[C:18](=[CH:19][CH:20]=[CH:21][CH:22]=3)[C:17](=[O:24])[NH:16][N:15]=2)=[CH:11][C:10]=1[C:27]([N:29]1[CH2:34][CH2:33][NH:32][CH2:31][CH2:30]1)=[O:28].[CH3:35][C:36]([CH3:43])([CH3:42])[C:37](=[O:41])[C:38](O)=[O:39].CCN(C(C)C)C(C)C.CN(C(ON1N=NC2C=CC=NC1=2)=[N+](C)C)C.F[P-](F)(F)(F)(F)F.